From a dataset of Forward reaction prediction with 1.9M reactions from USPTO patents (1976-2016). Predict the product of the given reaction. Given the reactants [CH:1]1([C:4]([C:11]2[CH:16]=[CH:15][N:14]=[C:13]([O:17][CH3:18])[CH:12]=2)=[CH:5][C:6]([O:8][CH2:9][CH3:10])=[O:7])[CH2:3][CH2:2]1, predict the reaction product. The product is: [CH:1]1([CH:4]([C:11]2[CH:16]=[CH:15][N:14]=[C:13]([O:17][CH3:18])[CH:12]=2)[CH2:5][C:6]([O:8][CH2:9][CH3:10])=[O:7])[CH2:2][CH2:3]1.